Dataset: Reaction yield outcomes from USPTO patents with 853,638 reactions. Task: Predict the reaction yield, written as a fraction of the theoretical maximum amount of product (1.0 means a 100% yield; for example, 0.34 means a 34% yield). The reactants are [F:1][C:2]1[CH:7]=[CH:6][C:5]([C:8]([C:10]2[C:19]([N+:20]([O-])=O)=[C:18]3[C:13]([CH:14]=[CH:15][CH:16]=[N:17]3)=[CH:12][CH:11]=2)=[O:9])=[C:4]([CH3:23])[CH:3]=1. The catalyst is [Pd].C1COCC1. The product is [NH2:20][C:19]1[C:10]([C:8]([C:5]2[CH:6]=[CH:7][C:2]([F:1])=[CH:3][C:4]=2[CH3:23])=[O:9])=[CH:11][CH:12]=[C:13]2[C:18]=1[N:17]=[CH:16][CH:15]=[CH:14]2. The yield is 0.730.